From a dataset of Full USPTO retrosynthesis dataset with 1.9M reactions from patents (1976-2016). Predict the reactants needed to synthesize the given product. Given the product [CH2:1]([O:8][C:9]1[CH:10]=[C:11]2[C:15](=[CH:16][CH:17]=1)[NH:14][CH:13]=[C:12]2[C:22]1[CH2:23][CH2:24][NH:19][CH2:20][CH:21]=1)[C:2]1[CH:3]=[CH:4][CH:5]=[CH:6][CH:7]=1, predict the reactants needed to synthesize it. The reactants are: [CH2:1]([O:8][C:9]1[CH:10]=[C:11]2[C:15](=[CH:16][CH:17]=1)[NH:14][CH:13]=[CH:12]2)[C:2]1[CH:7]=[CH:6][CH:5]=[CH:4][CH:3]=1.Cl.[NH:19]1[CH2:24][CH2:23][C:22](O)(O)[CH2:21][CH2:20]1.[OH-].[K+].CO.